From a dataset of Forward reaction prediction with 1.9M reactions from USPTO patents (1976-2016). Predict the product of the given reaction. (1) Given the reactants Cl.[O:2]1[C:6]2[CH:7]=[CH:8][CH:9]=[C:10]([CH:11]3[CH2:16][CH2:15][N:14]([CH2:17][CH2:18][C@H:19]4[CH2:24][CH2:23][C@H:22]([NH2:25])[CH2:21][CH2:20]4)[CH2:13][CH2:12]3)[C:5]=2[O:4][CH2:3]1.[OH:26][C@H:27]([CH3:31])[C:28](O)=[O:29], predict the reaction product. The product is: [O:2]1[C:6]2[CH:7]=[CH:8][CH:9]=[C:10]([CH:11]3[CH2:16][CH2:15][N:14]([CH2:17][CH2:18][C@H:19]4[CH2:20][CH2:21][C@H:22]([NH:25][C:28](=[O:29])[C@H:27]([OH:26])[CH3:31])[CH2:23][CH2:24]4)[CH2:13][CH2:12]3)[C:5]=2[O:4][CH2:3]1. (2) The product is: [C:10]([C:9]1[CH:12]=[C:5]([C:3](=[O:4])[CH2:2][N:24]2[CH2:25][CH2:26][N:21]([C:14]([O:16][C:17]([CH3:18])([CH3:19])[CH3:20])=[O:15])[CH2:22][C@H:23]2[CH2:27][OH:28])[CH:6]=[CH:7][C:8]=1[F:13])#[N:11]. Given the reactants Br[CH2:2][C:3]([C:5]1[CH:6]=[CH:7][C:8]([F:13])=[C:9]([CH:12]=1)[C:10]#[N:11])=[O:4].[C:14]([N:21]1[CH2:26][CH2:25][NH:24][C@H:23]([CH2:27][OH:28])[CH2:22]1)([O:16][C:17]([CH3:20])([CH3:19])[CH3:18])=[O:15].O, predict the reaction product. (3) Given the reactants [F:1][C:2]([F:24])([F:23])[C:3]1[N:4]=[C:5]([C:16]2([OH:22])[CH2:21][CH2:20][O:19][CH2:18][CH2:17]2)[N:6]([CH2:8][O:9][CH2:10][CH2:11][Si:12]([CH3:15])([CH3:14])[CH3:13])[CH:7]=1.[H-].[Na+].[CH3:27]I, predict the reaction product. The product is: [CH3:27][O:22][C:16]1([C:5]2[N:6]([CH2:8][O:9][CH2:10][CH2:11][Si:12]([CH3:15])([CH3:13])[CH3:14])[CH:7]=[C:3]([C:2]([F:1])([F:23])[F:24])[N:4]=2)[CH2:17][CH2:18][O:19][CH2:20][CH2:21]1. (4) Given the reactants [CH2:1]([C:5]1[O:9][C:8]([NH:10][C:11]2[CH:16]=[CH:15][C:14]([C:17]3[CH:22]=[CH:21][C:20]([C:23]45[CH2:30][CH2:29][C:26]([CH2:31][C:32]([O:34]C)=[O:33])([CH2:27][CH2:28]4)[O:25][CH2:24]5)=[CH:19][CH:18]=3)=[CH:13][CH:12]=2)=[N:7][N:6]=1)[CH:2]([CH3:4])[CH3:3].[OH-].[Na+], predict the reaction product. The product is: [CH2:1]([C:5]1[O:9][C:8]([NH:10][C:11]2[CH:12]=[CH:13][C:14]([C:17]3[CH:22]=[CH:21][C:20]([C:23]45[CH2:28][CH2:27][C:26]([CH2:31][C:32]([OH:34])=[O:33])([CH2:29][CH2:30]4)[O:25][CH2:24]5)=[CH:19][CH:18]=3)=[CH:15][CH:16]=2)=[N:7][N:6]=1)[CH:2]([CH3:4])[CH3:3].